Dataset: Full USPTO retrosynthesis dataset with 1.9M reactions from patents (1976-2016). Task: Predict the reactants needed to synthesize the given product. (1) Given the product [OH:49][C:50]1[CH:55]=[CH:54][C:53]([CH:56]=[O:14])=[CH:52][CH:51]=1, predict the reactants needed to synthesize it. The reactants are: C1N=C(N)C2N=CN([C@@H]3[O:14][C@H](COP(OP(OC[C@H]4O[C@@H](N5C=C(C(N)=O)CC=C5)[C@H](O)[C@@H]4O)(O)=O)(O)=O)[C@@H](O)[C@H]3OP(O)(O)=O)C=2N=1.[OH:49][C:50]1[CH:55]=[CH:54][C:53]([CH2:56]C=NO)=[CH:52][CH:51]=1.N(C(CO)(CO)CO)CC(O)=O. (2) Given the product [Cl:1][C:2]1[C:7]([F:8])=[C:6]([N:20]2[CH2:21][CH2:22][NH:17][CH2:18][C@H:19]2[CH3:23])[CH:5]=[CH:4][CH:3]=1, predict the reactants needed to synthesize it. The reactants are: [Cl:1][C:2]1[C:7]([F:8])=[CH:6][CH:5]=[CH:4][C:3]=1I.C(OC([N:17]1[CH2:22][CH2:21][NH:20][C@H:19]([CH3:23])[CH2:18]1)=O)(C)(C)C.CC(C)([O-])C.[Na+]. (3) Given the product [CH2:5]1[C@H:14]2[C@H:9]([CH2:10][CH2:11][C:12]3[CH:18]=[CH:17][C:16]([C:21]#[N:20])=[CH:15][C:13]=32)[NH:8][CH2:7][CH2:6]1, predict the reactants needed to synthesize it. The reactants are: N([O-])=O.[Na+].[CH2:5]1[C@H:14]2[C@H:9]([CH2:10][CH2:11][C:12]3[CH:18]=[CH:17][C:16](N)=[CH:15][C:13]=32)[NH:8][CH2:7][CH2:6]1.[NH2:20][C:21](N)=O.[C-]#N.[Na+].[Cu]C#N.